Task: Predict the reactants needed to synthesize the given product.. Dataset: Full USPTO retrosynthesis dataset with 1.9M reactions from patents (1976-2016) (1) Given the product [Cl:1][C:2]1[C:10]([C:11]([OH:13])=[O:12])=[CH:9][CH:8]=[C:7]2[C:3]=1/[C:4](=[N:27]/[NH:26][C:24](=[O:25])[CH:23]([C:20]1[CH:21]=[CH:22][C:17]([F:16])=[CH:18][CH:19]=1)[CH3:28])/[C:5](=[O:14])[NH:6]2, predict the reactants needed to synthesize it. The reactants are: [Cl:1][C:2]1[C:10]([C:11]([OH:13])=[O:12])=[CH:9][CH:8]=[C:7]2[C:3]=1[C:4](=O)[C:5](=[O:14])[NH:6]2.[F:16][C:17]1[CH:22]=[CH:21][C:20]([CH:23]([CH3:28])[C:24]([NH:26][NH2:27])=[O:25])=[CH:19][CH:18]=1. (2) Given the product [P:26]([O:27][CH3:28])([O:29][CH3:30])([O:8]/[C:3](/[C:4]([CH3:7])([CH3:6])[CH3:5])=[CH:2]\[N:9]1[C:17]2[C:12](=[CH:13][CH:14]=[C:15]([O:18][CH3:19])[CH:16]=2)[C:11]([C:20]([O:25][P:26]([O:29][CH3:30])([O:27][CH3:28])=[O:31])=[C:21]([CH3:23])[CH3:22])=[N:10]1)=[O:31], predict the reactants needed to synthesize it. The reactants are: Br[CH:2]([N:9]1[C:17]2[C:12](=[CH:13][CH:14]=[C:15]([O:18][CH3:19])[CH:16]=2)[C:11]([C:20](=[O:25])[C:21](Br)([CH3:23])[CH3:22])=[N:10]1)[C:3](=[O:8])[C:4]([CH3:7])([CH3:6])[CH3:5].[P:26]([O:31]C)([O:29][CH3:30])[O:27][CH3:28]. (3) The reactants are: [Br:1][C:2]1[CH:3]=[C:4](B(O)O)[CH:5]=[N:6][CH:7]=1.Cl[C:12]1[C:21]([N:22]([CH:24]([CH3:26])[CH3:25])[CH3:23])=[N:20][C:19]2[C:14](=[CH:15][CH:16]=[C:17]([C:27]([O:29][CH3:30])=[O:28])[CH:18]=2)[N:13]=1.[O-]P([O-])([O-])=O.[K+].[K+].[K+]. Given the product [Br:1][C:2]1[CH:3]=[C:4]([C:12]2[C:21]([N:22]([CH:24]([CH3:26])[CH3:25])[CH3:23])=[N:20][C:19]3[C:14](=[CH:15][CH:16]=[C:17]([C:27]([O:29][CH3:30])=[O:28])[CH:18]=3)[N:13]=2)[CH:5]=[N:6][CH:7]=1, predict the reactants needed to synthesize it. (4) The reactants are: [Cl:1][C:2]1[CH:7]=[C:6](Cl)[N:5]2[N:9]=[CH:10][CH:11]=[C:4]2[N:3]=1.[NH:12]1[CH2:17][CH2:16][O:15][CH2:14][CH2:13]1. Given the product [Cl:1][C:2]1[CH:7]=[C:6]([N:12]2[CH2:17][CH2:16][O:15][CH2:14][CH2:13]2)[N:5]2[N:9]=[CH:10][CH:11]=[C:4]2[N:3]=1, predict the reactants needed to synthesize it. (5) Given the product [CH:1]1([CH2:4][N:5]2[C:9]3[CH:10]=[CH:11][C:12]([C:18]4[CH:19]=[CH:20][C:21]([CH2:24][NH:25][C:26](=[O:30])[C@@H:27]([OH:28])[CH3:29])=[CH:22][CH:23]=4)=[C:13]([C:14]([F:17])([F:16])[F:15])[C:8]=3[N:7]=[N:6]2)[CH2:3][CH2:2]1, predict the reactants needed to synthesize it. The reactants are: [CH:1]1([CH2:4][N:5]2[C:9]3[CH:10]=[CH:11][C:12]([C:18]4[CH:23]=[CH:22][C:21]([CH2:24][NH2:25])=[CH:20][CH:19]=4)=[C:13]([C:14]([F:17])([F:16])[F:15])[C:8]=3[N:7]=[N:6]2)[CH2:3][CH2:2]1.[C:26](O)(=[O:30])[C@H:27]([CH3:29])[OH:28].C(N(CC)C(C)C)(C)C.F[B-](F)(F)F.N1(O[P+](N2CCCC2)(N2CCCC2)N2CCCC2)C2C=CC=CC=2N=N1. (6) Given the product [F:1][C:2]1[CH:11]=[CH:10][CH:9]=[C:8]2[C:3]=1[C:4](=[O:31])[C:5]([C:26]([O:28][CH2:29][CH3:30])=[O:27])=[CH:6][N:7]2[CH2:12][C:13]1[CH:14]=[CH:15][C:16]([N:19]2[CH:23]=[CH:22][C:21]([CH:24]=[O:25])=[N:20]2)=[CH:17][CH:18]=1, predict the reactants needed to synthesize it. The reactants are: [F:1][C:2]1[CH:11]=[CH:10][CH:9]=[C:8]2[C:3]=1[C:4](=[O:31])[C:5]([C:26]([O:28][CH2:29][CH3:30])=[O:27])=[CH:6][N:7]2[CH2:12][C:13]1[CH:18]=[CH:17][C:16]([N:19]2[CH:23]=[CH:22][C:21]([CH2:24][OH:25])=[N:20]2)=[CH:15][CH:14]=1.C[N+]1([O-])CCOCC1.